Dataset: Full USPTO retrosynthesis dataset with 1.9M reactions from patents (1976-2016). Task: Predict the reactants needed to synthesize the given product. (1) Given the product [F:1][C:2]1[C:7]([F:8])=[CH:6][C:5]([N+:26]([O-:28])=[O:27])=[CH:4][C:3]=1[C@:9]12[CH2:17][O:16][C@H:15]([CH2:18][F:19])[C@H:14]1[CH2:13][S:12][C:11]([NH2:20])=[N:10]2, predict the reactants needed to synthesize it. The reactants are: [F:1][C:2]1[C:7]([F:8])=[CH:6][CH:5]=[CH:4][C:3]=1[C@:9]12[CH2:17][O:16][C@H:15]([CH2:18][F:19])[C@H:14]1[CH2:13][S:12][C:11]([NH2:20])=[N:10]2.S(=O)(=O)(O)O.[N+:26]([O-])([OH:28])=[O:27].[OH-].[Na+]. (2) Given the product [CH2:8]([O:7][C:3](=[O:6])[CH2:4][O:5][CH2:14][CH2:13][CH2:12][CH2:11][Br:10])[CH3:9], predict the reactants needed to synthesize it. The reactants are: [H-].[Na+].[C:3]([O:7][CH2:8][CH3:9])(=[O:6])[CH2:4][OH:5].[Br:10][CH2:11][CH2:12][CH2:13][CH2:14]Br.C(=O)(O)[O-].[Na+]. (3) The reactants are: Br[C:2]1[C:9]([C:10]#[N:11])=[C:8]([OH:12])[C:7]([OH:13])=[CH:6][C:3]=1[C:4]#[N:5].[SH:14][C:15]1[CH:22]=[CH:21][C:18]([C:19]#[N:20])=[CH:17][CH:16]=1. Given the product [C:19]([C:18]1[CH:21]=[CH:22][C:15]([S:14][C:2]2[C:9]([C:10]#[N:11])=[C:8]([OH:12])[C:7]([OH:13])=[CH:6][C:3]=2[C:4]#[N:5])=[CH:16][CH:17]=1)#[N:20], predict the reactants needed to synthesize it. (4) Given the product [CH2:1]([N:8]1[C:13]([CH3:14])=[CH:12][C:11]([O:15][CH2:17][C:18]2[CH:23]=[CH:22][CH:21]=[CH:20][CH:19]=2)=[CH:10][C:9]1=[O:16])[C:2]1[CH:3]=[CH:4][CH:5]=[CH:6][CH:7]=1, predict the reactants needed to synthesize it. The reactants are: [CH2:1]([N:8]1[C:13]([CH3:14])=[CH:12][C:11]([OH:15])=[CH:10][C:9]1=[O:16])[C:2]1[CH:7]=[CH:6][CH:5]=[CH:4][CH:3]=1.[CH2:17](Br)[C:18]1[CH:23]=[CH:22][CH:21]=[CH:20][CH:19]=1.[OH-].[Na+].Cl.